This data is from Full USPTO retrosynthesis dataset with 1.9M reactions from patents (1976-2016). The task is: Predict the reactants needed to synthesize the given product. (1) Given the product [F:32][C:33]1[CH:38]=[C:37]([C:2]2[CH:31]=[CH:30][C:5]([C:6]([NH:8][C:9]3[CH:14]=[CH:13][C:12]([O:15][C:16]([F:19])([F:18])[F:17])=[C:11]([NH:20][C:21](=[O:29])[CH2:22][N:23]4[CH2:28][CH2:27][O:26][CH2:25][CH2:24]4)[CH:10]=3)=[O:7])=[CH:4][N:3]=2)[CH:36]=[CH:35][CH:34]=1, predict the reactants needed to synthesize it. The reactants are: Cl[C:2]1[CH:31]=[CH:30][C:5]([C:6]([NH:8][C:9]2[CH:14]=[CH:13][C:12]([O:15][C:16]([F:19])([F:18])[F:17])=[C:11]([NH:20][C:21](=[O:29])[CH2:22][N:23]3[CH2:28][CH2:27][O:26][CH2:25][CH2:24]3)[CH:10]=2)=[O:7])=[CH:4][N:3]=1.[F:32][C:33]1[CH:34]=[C:35](B(O)O)[CH:36]=[CH:37][CH:38]=1.C(=O)([O-])[O-].[K+].[K+]. (2) Given the product [Cl:5][C:6]1[CH:7]=[CH:8][C:9]([CH:14]([CH3:16])[CH3:15])=[C:10]([CH:11]=[N:4][CH:1]2[CH2:3][CH2:2]2)[CH:13]=1, predict the reactants needed to synthesize it. The reactants are: [CH:1]1([NH2:4])[CH2:3][CH2:2]1.[Cl:5][C:6]1[CH:7]=[CH:8][C:9]([CH:14]([CH3:16])[CH3:15])=[C:10]([CH:13]=1)[CH:11]=O.